From a dataset of Catalyst prediction with 721,799 reactions and 888 catalyst types from USPTO. Predict which catalyst facilitates the given reaction. (1) Reactant: [C:1]1([CH3:10])[CH:6]=[CH:5][CH:4]=[C:3]([C:7]([OH:9])=O)[CH:2]=1.[CH2:11]([N:13]([CH2:17][CH3:18])C(Cl)=O)[CH3:12].C(N(CC)CC)C. Product: [CH2:11]([N:13]([CH2:17][CH3:18])[C:7]([C:3]1[CH:2]=[C:1]([CH3:10])[CH:6]=[CH:5][CH:4]=1)=[O:9])[CH3:12]. The catalyst class is: 6. (2) Reactant: C(OC([NH:8][C@H:9]1[CH2:14][CH2:13][C@H:12]([N:15]([CH2:38][CH3:39])[C:16]2[C:17]([CH3:37])=[C:18]([C:33]([O:35][CH3:36])=[O:34])[CH:19]=[C:20]([C:22]3[CH:27]=[CH:26][C:25]([O:28][CH2:29][CH2:30][O:31][CH3:32])=[CH:24][CH:23]=3)[CH:21]=2)[CH2:11][CH2:10]1)=O)(C)(C)C.C(O)(C(F)(F)F)=O.C(=O)(O)[O-]. Product: [NH2:8][C@H:9]1[CH2:14][CH2:13][C@H:12]([N:15]([CH2:38][CH3:39])[C:16]2[C:17]([CH3:37])=[C:18]([C:33]([O:35][CH3:36])=[O:34])[CH:19]=[C:20]([C:22]3[CH:27]=[CH:26][C:25]([O:28][CH2:29][CH2:30][O:31][CH3:32])=[CH:24][CH:23]=3)[CH:21]=2)[CH2:11][CH2:10]1. The catalyst class is: 2. (3) Reactant: C([N:3]([CH2:6][CH3:7])CC)C.[I:8][C:9]1[CH:14]=[CH:13][C:12]([S:15](Cl)(=[O:17])=[O:16])=[CH:11][CH:10]=1.C[CH2:20][O:21][C:22](C)=[O:23].C(O)(=O)CC(CC(O)=O)(C(O)=O)O. Product: [CH3:20][O:21][CH2:22][O:23][CH2:7][CH2:6][NH:3][S:15]([C:12]1[CH:13]=[CH:14][C:9]([I:8])=[CH:10][CH:11]=1)(=[O:17])=[O:16]. The catalyst class is: 354. (4) Reactant: [Cl:1][C:2]1[C:3]2[CH:13]=[CH:12][CH:11]=[CH:10][C:4]=2[S:5][C:6]=1[C:7]([OH:9])=O.C(Cl)(=O)C(Cl)=O.[N:20]1([C:25]2[CH:31]=[CH:30][CH:29]=[CH:28][C:26]=2[NH2:27])[CH2:24][CH2:23][CH2:22][CH2:21]1. Product: [Cl:1][C:2]1[C:3]2[CH:13]=[CH:12][CH:11]=[CH:10][C:4]=2[S:5][C:6]=1[C:7]([NH:27][C:26]1[CH:28]=[CH:29][CH:30]=[CH:31][C:25]=1[N:20]1[CH2:24][CH2:23][CH2:22][CH2:21]1)=[O:9]. The catalyst class is: 3. (5) Reactant: [Br:1][C:2]1[CH:3]=[CH:4][C:5]([O:10][C:11]([F:14])([F:13])[F:12])=[C:6]([CH:9]=1)[CH:7]=O.B(F)(F)F.CCOCC.C[Si](C)(C)[O:26][C:27]1[CH2:30][CH2:29][C:28]=1[O:31][Si](C)(C)C.O. Product: [Br:1][C:2]1[CH:3]=[CH:4][C:5]([O:10][C:11]([F:14])([F:13])[F:12])=[C:6]([CH:7]2[C:27](=[O:26])[CH2:30][CH2:29][C:28]2=[O:31])[CH:9]=1. The catalyst class is: 4. (6) Reactant: [O:1]=[C:2]1[CH:7]2[CH2:8][CH2:9][C:4]([C:10]([O:12][CH3:13])=[O:11])([CH2:5][CH2:6]2)[NH:3]1.I[CH3:15].[H-].[Na+].[Cl-].[Na+]. Product: [CH3:15][N:3]1[C:2](=[O:1])[CH:7]2[CH2:8][CH2:9][C:4]1([C:10]([O:12][CH3:13])=[O:11])[CH2:5][CH2:6]2. The catalyst class is: 42.